From a dataset of Full USPTO retrosynthesis dataset with 1.9M reactions from patents (1976-2016). Predict the reactants needed to synthesize the given product. (1) Given the product [CH2:17]([O:1][C:2]1[CH:9]=[CH:8][C:5]([C:6]#[N:7])=[CH:4][C:3]=1[O:10][C:11]1[CH:12]=[CH:13][CH:14]=[CH:15][CH:16]=1)[CH3:18], predict the reactants needed to synthesize it. The reactants are: [OH:1][C:2]1[CH:9]=[CH:8][C:5]([C:6]#[N:7])=[CH:4][C:3]=1[O:10][C:11]1[CH:16]=[CH:15][CH:14]=[CH:13][CH:12]=1.[C:17]1(P(C2C=CC=CC=2)C2C=CC=CC=2)C=CC=C[CH:18]=1.C(O)C.[N+](C(OCC)=O)(C(OCC)=O)=[N-]. (2) Given the product [Cl:1][C:2]1[CH:10]=[CH:9][CH:8]=[C:7]2[C:3]=1[C:4]([C:17]([NH:19][CH2:20][CH:21]1[CH2:26][CH2:25][C:24]([F:28])([F:27])[CH2:23][CH2:22]1)=[O:18])=[CH:5][N:6]2[CH2:11][CH:12]1[CH2:16][CH2:15][CH2:14][N:13]1[CH:30]([CH3:32])[CH3:29], predict the reactants needed to synthesize it. The reactants are: [Cl:1][C:2]1[CH:10]=[CH:9][CH:8]=[C:7]2[C:3]=1[C:4]([C:17]([NH:19][CH2:20][CH:21]1[CH2:26][CH2:25][C:24]([F:28])([F:27])[CH2:23][CH2:22]1)=[O:18])=[CH:5][N:6]2[CH2:11][CH:12]1[CH2:16][CH2:15][CH2:14][NH:13]1.[CH3:29][C:30]([CH3:32])=O.[BH3-]C#N.[Na+].C([O-])(O)=O.[Na+]. (3) Given the product [CH:20]1([CH2:26][NH:27][CH2:28][C:29]2[CH:34]=[CH:33][C:32]([NH:35][C:16](=[O:18])[C:15]#[C:14][C:11]3[CH:10]=[CH:9][C:8]([C:5]4[CH:4]=[CH:3][C:2]([Cl:1])=[CH:7][CH:6]=4)=[CH:13][CH:12]=3)=[CH:31][CH:30]=2)[CH2:25][CH2:24][CH2:23][CH2:22][CH2:21]1, predict the reactants needed to synthesize it. The reactants are: [Cl:1][C:2]1[CH:7]=[CH:6][C:5]([C:8]2[CH:13]=[CH:12][C:11]([C:14]#[C:15][C:16]([OH:18])=O)=[CH:10][CH:9]=2)=[CH:4][CH:3]=1.Cl.[CH:20]1([CH2:26][NH:27][CH2:28][C:29]2[CH:34]=[CH:33][C:32]([NH2:35])=[CH:31][CH:30]=2)[CH2:25][CH2:24][CH2:23][CH2:22][CH2:21]1. (4) The reactants are: [BH4-].[Na+].[F:3][C:4]1[CH:5]=[C:6]([NH:16][C:17]([C:19]2[CH:24]=[CH:23][CH:22]=[CH:21][N:20]=2)=[O:18])[CH:7]=[CH:8][C:9]=1[C:10](=[O:15])[CH2:11][C:12]([CH3:14])=[CH2:13].[Cl-].[NH4+]. Given the product [F:3][C:4]1[CH:5]=[C:6]([NH:16][C:17]([C:19]2[CH:24]=[CH:23][CH:22]=[CH:21][N:20]=2)=[O:18])[CH:7]=[CH:8][C:9]=1[CH:10]([OH:15])[CH2:11][C:12]([CH3:14])=[CH2:13], predict the reactants needed to synthesize it. (5) Given the product [C:24]([O:23][C:21]([N:8]1[CH2:7][C@@H:6]([CH2:5][C:4]([OH:28])=[O:1])[C@H:12]([C:13]2[CH:18]=[CH:17][C:16]([Cl:19])=[C:15]([Cl:20])[CH:14]=2)[O:11][CH2:10][CH2:9]1)=[O:22])([CH3:27])([CH3:26])[CH3:25], predict the reactants needed to synthesize it. The reactants are: [OH-:1].[Na+].N[C:4](=[O:28])[CH2:5][C@H:6]1[C@H:12]([C:13]2[CH:18]=[CH:17][C:16]([Cl:19])=[C:15]([Cl:20])[CH:14]=2)[O:11][CH2:10][CH2:9][N:8]([C:21]([O:23][C:24]([CH3:27])([CH3:26])[CH3:25])=[O:22])[CH2:7]1.Cl. (6) Given the product [C:1]([C:3]1[NH:20][C:6]2[C:7]([C:14]([O:16][CH:17]([CH3:18])[CH3:19])=[O:15])=[CH:8][N:9]([C:25](=[O:26])[C:24]3[CH:28]=[CH:29][CH:30]=[C:22]([F:21])[CH:23]=3)[CH2:10][C:11]([CH3:13])([CH3:12])[C:5]=2[CH:4]=1)#[N:2], predict the reactants needed to synthesize it. The reactants are: [C:1]([C:3]1[NH:20][C:6]2[C:7]([C:14]([O:16][CH:17]([CH3:19])[CH3:18])=[O:15])=[CH:8][NH:9][CH2:10][C:11]([CH3:13])([CH3:12])[C:5]=2[CH:4]=1)#[N:2].[F:21][C:22]1[CH:23]=[C:24]([CH:28]=[CH:29][CH:30]=1)[C:25](Cl)=[O:26]. (7) The reactants are: Cl[C:2]1[CH:7]=[C:6]([CH2:8][NH:9][C:10]([C@@H:12]2[CH2:16][C@@H:15]([F:17])[CH2:14][N:13]2[C:18]([O:20][C:21]([CH3:24])([CH3:23])[CH3:22])=[O:19])=[O:11])[CH:5]=[C:4]([C:25]2[CH:26]=[N:27][C:28]([C:31]([F:34])([F:33])[F:32])=[N:29][CH:30]=2)[N:3]=1.[CH3:35]B1OB(C)OB(C)O1.C(=O)([O-])[O-].[K+].[K+]. Given the product [F:17][C@H:15]1[CH2:14][N:13]([C:18]([O:20][C:21]([CH3:24])([CH3:23])[CH3:22])=[O:19])[C@H:12]([C:10](=[O:11])[NH:9][CH2:8][C:6]2[CH:5]=[C:4]([C:25]3[CH:26]=[N:27][C:28]([C:31]([F:34])([F:33])[F:32])=[N:29][CH:30]=3)[N:3]=[C:2]([CH3:35])[CH:7]=2)[CH2:16]1, predict the reactants needed to synthesize it. (8) The reactants are: C(OCC1[N:6](CCC)C2C3C=C(O)C=CC=3N=CC=2N=1)C.[CH2:22]([O:24][CH2:25][C:26]1[N:27]([CH2:45][CH2:46][CH3:47])[C:28]2[C:37]3[CH:36]=[C:35]([O:38][CH:39]4[CH2:43][CH2:42][O:41][CH2:40]4)[CH:34]=[CH:33][C:32]=3[N:31]=[CH:30][C:29]=2[N:44]=1)[CH3:23].OC1CCOC1.OCCCN1CCCC1=O.C(OCC1N(CCC)C2C3C=C(OC4CCOC4)C=CC=3N=C(N)C=2N=1)C.[OH-].[NH4+].C1(C)C=CC(S(Cl)(=O)=O)=CC=1. Given the product [CH2:22]([O:24][CH2:25][C:26]1([NH2:6])[NH:44][C:29]2[CH:30]=[N:31][C:32]3[CH:33]=[CH:34][C:35]([O:38][CH:39]4[CH2:43][CH2:42][O:41][CH2:40]4)=[CH:36][C:37]=3[C:28]=2[N:27]1[CH2:45][CH2:46][CH3:47])[CH3:23], predict the reactants needed to synthesize it.